This data is from Catalyst prediction with 721,799 reactions and 888 catalyst types from USPTO. The task is: Predict which catalyst facilitates the given reaction. Reactant: [Cl:1][C:2]1[CH:10]=[CH:9][C:5]([C:6]([OH:8])=O)=[CH:4][N:3]=1.C(N1C=CN=C1)(N1C=CN=C1)=O.[C:23]1([C:31]2[CH:36]=[CH:35][CH:34]=[CH:33][CH:32]=2)[CH:28]=[CH:27][CH:26]=[C:25]([CH2:29][NH2:30])[CH:24]=1.C(N(CC)CC)C. Product: [C:23]1([C:31]2[CH:36]=[CH:35][CH:34]=[CH:33][CH:32]=2)[CH:28]=[CH:27][CH:26]=[C:25]([CH2:29][NH:30][C:6](=[O:8])[C:5]2[CH:9]=[CH:10][C:2]([Cl:1])=[N:3][CH:4]=2)[CH:24]=1. The catalyst class is: 42.